Predict the reactants needed to synthesize the given product. From a dataset of Full USPTO retrosynthesis dataset with 1.9M reactions from patents (1976-2016). (1) Given the product [Cl:17][C:18]1[N:23]=[C:22]([C:24]([O:26][CH3:27])=[O:25])[CH:21]=[C:20]([N:2]2[CH2:3][CH2:4][CH:5]([C:8]3[C:16]4[C:11](=[N:12][CH:13]=[CH:14][CH:15]=4)[NH:10][N:9]=3)[CH2:6][CH2:7]2)[N:19]=1, predict the reactants needed to synthesize it. The reactants are: Cl.[NH:2]1[CH2:7][CH2:6][CH:5]([C:8]2[C:16]3[C:11](=[N:12][CH:13]=[CH:14][CH:15]=3)[NH:10][N:9]=2)[CH2:4][CH2:3]1.[Cl:17][C:18]1[N:23]=[C:22]([C:24]([O:26][CH3:27])=[O:25])[CH:21]=[C:20](Cl)[N:19]=1.CCN(C(C)C)C(C)C.C(Cl)Cl.CO. (2) Given the product [Br:1][C:2]1[CH:7]=[CH:6][C:5]([CH2:8][CH2:9][O:10][CH2:25][CH2:24][C:23]([O:27][C:28]([CH3:31])([CH3:30])[CH3:29])=[O:26])=[CH:4][CH:3]=1, predict the reactants needed to synthesize it. The reactants are: [Br:1][C:2]1[CH:7]=[CH:6][C:5]([CH2:8][CH2:9][OH:10])=[CH:4][CH:3]=1.[OH-].C([N+](C)(C)C)C1C=CC=CC=1.[C:23]([O:27][C:28]([CH3:31])([CH3:30])[CH3:29])(=[O:26])[CH:24]=[CH2:25]. (3) Given the product [CH3:1][N:2]([S:10]([C:13]1[CH:14]=[CH:15][C:16]([F:19])=[CH:17][CH:18]=1)(=[O:12])=[O:11])[C:3]1([C:6]([OH:8])=[O:7])[CH2:5][CH2:4]1, predict the reactants needed to synthesize it. The reactants are: [CH3:1][N:2]([S:10]([C:13]1[CH:18]=[CH:17][C:16]([F:19])=[CH:15][CH:14]=1)(=[O:12])=[O:11])[C:3]1([C:6]([O:8]C)=[O:7])[CH2:5][CH2:4]1.[OH-].[Na+]. (4) Given the product [C:1]1([C:7]2[N:8]([CH2:19][CH2:20][CH3:21])[C:9]3[CH:15]=[CH:14][CH:13]=[CH:12][C:10]=3[N:11]=2)[CH:2]=[CH:3][CH:4]=[CH:5][CH:6]=1, predict the reactants needed to synthesize it. The reactants are: [C:1]1([C:7]2[NH:8][C:9]3[CH:15]=[CH:14][CH:13]=[CH:12][C:10]=3[N:11]=2)[CH:6]=[CH:5][CH:4]=[CH:3][CH:2]=1.[H-].[Na+].I[CH2:19][CH2:20][CH3:21]. (5) Given the product [CH3:1][N:2]1[C:15]2([CH2:17][CH2:16]2)[CH2:14][C:5]2[N:6]([CH2:27][CH2:26][C:23]3[CH:22]=[N:21][C:20]([C:19]([F:29])([F:18])[F:28])=[CH:25][CH:24]=3)[C:7]3[CH:8]=[CH:9][C:10]([CH3:13])=[CH:11][C:12]=3[C:4]=2[CH2:3]1, predict the reactants needed to synthesize it. The reactants are: [CH3:1][N:2]1[C:15]2([CH2:17][CH2:16]2)[CH2:14][C:5]2[NH:6][C:7]3[CH:8]=[CH:9][C:10]([CH3:13])=[CH:11][C:12]=3[C:4]=2[CH2:3]1.[F:18][C:19]([F:29])([F:28])[C:20]1[CH:25]=[CH:24][C:23]([CH:26]=[CH2:27])=[CH:22][N:21]=1.[OH-].[K+]. (6) Given the product [NH2:12][C:4]1[CH:5]=[C:6]([C:8]([O:10][CH3:11])=[O:9])[S:7][C:3]=1[C:1]#[N:2], predict the reactants needed to synthesize it. The reactants are: [C:1]([C:3]1[S:7][C:6]([C:8]([O:10][CH3:11])=[O:9])=[CH:5][C:4]=1[N+:12]([O-])=O)#[N:2].C(O)(=O)C. (7) The reactants are: [C:1]([O:5][C:6]([N:8]1[CH2:13][CH2:12][CH:11]([N:14]([C:22]2[CH:23]=[C:24]3[C:28](=[CH:29][CH:30]=2)[N:27](C(OC(C)(C)C)=O)[CH:26]=[CH:25]3)C(OC(C)(C)C)=O)[CH2:10][CH2:9]1)=[O:7])([CH3:4])([CH3:3])[CH3:2].B(OC(C)C)(OC(C)C)OC(C)C.[Li+].CC([N-]C(C)C)C.CCCCCCC.C1COCC1.C(C1C=CC=CC=1)C. Given the product [C:1]([O:5][C:6]([N:8]1[CH2:13][CH2:12][CH:11]([NH:14][C:22]2[CH:23]=[C:24]3[C:28](=[CH:29][CH:30]=2)[NH:27][CH:26]=[CH:25]3)[CH2:10][CH2:9]1)=[O:7])([CH3:4])([CH3:2])[CH3:3], predict the reactants needed to synthesize it. (8) The reactants are: [CH3:1][N:2]1[CH2:7][CH2:6][C:5]([CH2:9][C:10]([OH:12])=O)([CH3:8])[CH2:4][CH2:3]1.CCN=C=NCCCN(C)C.C1C=CC2N(O)N=NC=2C=1.CCN(C(C)C)C(C)C.Cl.Cl.[CH:45]1([CH2:53][NH:54][C:55]([C:57]2[O:65][C:60]3=[CH:61][N:62]=[CH:63][CH:64]=[C:59]3[CH:58]=2)=[O:56])[C:47]2([CH2:52][CH2:51][NH:50][CH2:49][CH2:48]2)[CH2:46]1. Given the product [CH3:1][N:2]1[CH2:3][CH2:4][C:5]([CH2:9][C:10]([N:50]2[CH2:51][CH2:52][C:47]3([CH:45]([CH2:53][NH:54][C:55]([C:57]4[O:65][C:60]5=[CH:61][N:62]=[CH:63][CH:64]=[C:59]5[CH:58]=4)=[O:56])[CH2:46]3)[CH2:48][CH2:49]2)=[O:12])([CH3:8])[CH2:6][CH2:7]1, predict the reactants needed to synthesize it. (9) Given the product [C:7]([NH:6][C@H:5]([C:4]([OH:38])=[O:3])[CH2:15][C:16]1[CH:17]=[CH:18][C:19]([O:22][CH2:23][CH2:24][S:25][CH2:26][CH2:27][CH2:28][CH2:29][CH2:30][CH2:31][CH2:32][CH2:33][CH2:34][CH2:35][CH2:36][CH3:37])=[CH:20][CH:21]=1)(=[O:14])[C:8]1[CH:13]=[CH:12][CH:11]=[CH:10][CH:9]=1, predict the reactants needed to synthesize it. The reactants are: C([O:3][C:4](=[O:38])[C@H:5]([CH2:15][C:16]1[CH:21]=[CH:20][C:19]([O:22][CH2:23][CH2:24][S:25][CH2:26][CH2:27][CH2:28][CH2:29][CH2:30][CH2:31][CH2:32][CH2:33][CH2:34][CH2:35][CH2:36][CH3:37])=[CH:18][CH:17]=1)[NH:6][C:7](=[O:14])[C:8]1[CH:13]=[CH:12][CH:11]=[CH:10][CH:9]=1)C.[OH-].[Li+]. (10) Given the product [CH3:1][Si:2]([CH3:10])([CH3:11])[C:3]1[CH:4]=[C:5]([CH:6]=[CH:7][CH:8]=1)[CH2:9][Br:19], predict the reactants needed to synthesize it. The reactants are: [CH3:1][Si:2]([CH3:11])([CH3:10])[C:3]1[CH:4]=[C:5]([CH3:9])[CH:6]=[CH:7][CH:8]=1.C1C(=O)N([Br:19])C(=O)C1.